Dataset: Experimentally validated miRNA-target interactions with 360,000+ pairs, plus equal number of negative samples. Task: Binary Classification. Given a miRNA mature sequence and a target amino acid sequence, predict their likelihood of interaction. The miRNA is hsa-miR-6796-3p with sequence GAAGCUCUCCCCUCCCCGCAG. The protein sequence of the target gene is MVDGVMILPVLMMMAFPSPSVEDEKPKVNQKLYMCVCEGLSCGNEDHCEGQQCFSSLSINDGFHVYQKGCFQVYEQGKMTCKTPPSPGQAVECCQGDWCNRNITAQLPTKGKSFPGTQNFHLEVGLIILSVVFAVCLLACILGVALRKFKRRNQERLNPRDVEYGTIEGLITTNVGDSTLAELLDHSCTSGSGSGLPFLVQRTVARQITLLECVGKGRYGEVWRGSWQGENVAVKIFSSRDEKSWFRETELYNTVMLRHENILGFIASDMTSRHSSTQLWLITHYHEMGSLYDYLQLTTL.... Result: 0 (no interaction).